This data is from Peptide-MHC class II binding affinity with 134,281 pairs from IEDB. The task is: Regression. Given a peptide amino acid sequence and an MHC pseudo amino acid sequence, predict their binding affinity value. This is MHC class II binding data. (1) The peptide sequence is SRKRRSHDVLTVQFL. The MHC is DRB3_0101 with pseudo-sequence DRB3_0101. The binding affinity (normalized) is 0.241. (2) The peptide sequence is VPEKYTIGATYAPEE. The MHC is HLA-DQA10101-DQB10501 with pseudo-sequence HLA-DQA10101-DQB10501. The binding affinity (normalized) is 0. (3) The peptide sequence is AFKVAATAATAAPAN. The MHC is DRB1_0802 with pseudo-sequence DRB1_0802. The binding affinity (normalized) is 0.608.